The task is: Predict the product of the given reaction.. This data is from Forward reaction prediction with 1.9M reactions from USPTO patents (1976-2016). (1) Given the reactants [O:1]1[CH:5]=[CH:4][N:3]=[CH:2]1.C([Li])CCC.[C:11]1([C:27]2[CH:32]=[CH:31][CH:30]=[CH:29][CH:28]=2)[CH:16]=[CH:15][CH:14]=[C:13]([O:17][CH2:18][CH2:19][CH2:20][CH2:21][CH2:22][CH2:23][C:24](Cl)=[O:25])[CH:12]=1.C(OCC)(=O)C, predict the reaction product. The product is: [C:11]1([C:27]2[CH:28]=[CH:29][CH:30]=[CH:31][CH:32]=2)[CH:16]=[CH:15][CH:14]=[C:13]([O:17][CH2:18][CH2:19][CH2:20][CH2:21][CH2:22][CH2:23][C:24]([C:2]2[O:1][CH:5]=[CH:4][N:3]=2)=[O:25])[CH:12]=1. (2) The product is: [CH3:34][C@@H:33]1[C:1](=[O:3])[N:8]2[CH2:13][CH2:12][NH:11][CH2:10][CH:9]2[C:21](=[O:23])[NH:32]1. Given the reactants [C:1]([N:8]1[CH2:13][CH2:12][N:11](C(OC(C)(C)C)=O)[CH2:10][CH:9]1[C:21]([OH:23])=O)([O:3]C(C)(C)C)=O.CN(C(O[N:32]1N=N[C:34]2C=CC=C[C:33]1=2)=[N+](C)C)C.[B-](F)(F)(F)F.C(N(C(C)C)CC)(C)C.Cl.COC(=O)[C@@H](C)N, predict the reaction product. (3) Given the reactants [C:1]([O:5][C@@H:6]([C:11]1[C:12](Cl)=[C:13]2[C:20]([CH3:21])=[C:19]([CH3:22])[NH:18][C:14]2=[N:15][C:16]=1[CH3:17])[C:7]([O:9][CH3:10])=[O:8])([CH3:4])([CH3:3])[CH3:2].[Cl:24][C:25]1[C:34](B2OC(C)(C)C(C)(C)O2)=[CH:33][CH:32]=[C:31]2[C:26]=1[CH2:27][CH2:28][CH2:29][O:30]2.C(=O)([O-])[O-].[K+].[K+], predict the reaction product. The product is: [C:1]([O:5][C@@H:6]([C:11]1[C:12]([C:34]2[C:25]([Cl:24])=[C:26]3[C:31](=[CH:32][CH:33]=2)[O:30][CH2:29][CH2:28][CH2:27]3)=[C:13]2[C:20]([CH3:21])=[C:19]([CH3:22])[NH:18][C:14]2=[N:15][C:16]=1[CH3:17])[C:7]([O:9][CH3:10])=[O:8])([CH3:4])([CH3:3])[CH3:2]. (4) The product is: [CH3:13][O:12][C:11]1[CH:10]=[C:9]([CH3:14])[C:8]2[NH:7][C:6](=[O:15])[C:5]3[S:16][CH:17]=[CH:18][C:4]=3[C:3]=2[C:2]=1[C:27]1[CH:28]=[CH:29][C:30]([C@@H:33]([CH2:43][CH3:44])[CH2:34][NH:35][C:36](=[O:42])[O:37][C:38]([CH3:39])([CH3:40])[CH3:41])=[CH:31][CH:32]=1. Given the reactants Br[C:2]1[C:3]2[C:4]3[CH:18]=[CH:17][S:16][C:5]=3[C:6](=[O:15])[NH:7][C:8]=2[C:9]([CH3:14])=[CH:10][C:11]=1[O:12][CH3:13].CC1(C)C(C)(C)OB([C:27]2[CH:32]=[CH:31][C:30]([C@@H:33]([CH2:43][CH3:44])[CH2:34][NH:35][C:36](=[O:42])[O:37][C:38]([CH3:41])([CH3:40])[CH3:39])=[CH:29][CH:28]=2)O1, predict the reaction product. (5) Given the reactants [Cl:1][C:2]1[CH:3]=[C:4]([C@@H:12]([CH2:16][CH:17]2[CH2:21][CH2:20][CH2:19][CH2:18]2)[C:13]([OH:15])=O)[CH:5]=[CH:6][C:7]=1[S:8]([CH3:11])(=[O:10])=[O:9].C(Cl)(=O)C(Cl)=O.[NH2:28][C:29]1[CH:34]=[N:33][CH:32]=[CH:31][N:30]=1.N1C=CC=CC=1, predict the reaction product. The product is: [Cl:1][C:2]1[CH:3]=[C:4]([C@@H:12]([CH2:16][CH:17]2[CH2:21][CH2:20][CH2:19][CH2:18]2)[C:13]([NH:28][C:29]2[CH:34]=[N:33][CH:32]=[CH:31][N:30]=2)=[O:15])[CH:5]=[CH:6][C:7]=1[S:8]([CH3:11])(=[O:9])=[O:10]. (6) Given the reactants [CH2:1]([C:3]1([CH2:18][CH3:19])[CH2:8][CH2:7][C:6]([C:9]2[CH:14]=[CH:13][C:12]([O:15][CH3:16])=[CH:11][C:10]=2[NH2:17])=[CH:5][CH2:4]1)[CH3:2].Cl.Cl[CH2:22][CH2:23][NH:24][CH2:25][CH2:26]Cl, predict the reaction product. The product is: [CH2:18]([C:3]1([CH2:1][CH3:2])[CH2:8][CH2:7][C:6]([C:9]2[CH:14]=[CH:13][C:12]([O:15][CH3:16])=[CH:11][C:10]=2[N:17]2[CH2:26][CH2:25][NH:24][CH2:23][CH2:22]2)=[CH:5][CH2:4]1)[CH3:19].